Dataset: Forward reaction prediction with 1.9M reactions from USPTO patents (1976-2016). Task: Predict the product of the given reaction. (1) Given the reactants [Br:1][C:2]1[CH:3]=[CH:4][C:5]([F:9])=[C:6]([OH:8])[CH:7]=1.C([O-])([O-])=O.[Cs+].[Cs+].Br[CH2:17][CH2:18][CH:19]=[CH2:20], predict the reaction product. The product is: [Br:1][C:2]1[CH:3]=[CH:4][C:5]([F:9])=[C:6]([O:8][CH2:20][CH2:19][CH:18]=[CH2:17])[CH:7]=1. (2) The product is: [Cl:1][C:2]1[CH:3]=[C:4]([CH:7]=[CH:8][CH:9]=1)[CH2:5][NH:6][C:11]1[C:20]2[C:15](=[CH:16][CH:17]=[CH:18][CH:19]=2)[C:14]([CH2:21][C:22]2[CH:27]=[CH:26][N:25]=[CH:24][CH:23]=2)=[CH:13][N:12]=1. Given the reactants [Cl:1][C:2]1[CH:3]=[C:4]([CH:7]=[CH:8][CH:9]=1)[CH2:5][NH2:6].Cl[C:11]1[C:20]2[C:15](=[CH:16][CH:17]=[CH:18][CH:19]=2)[C:14]([CH2:21][C:22]2[CH:27]=[CH:26][N:25]=[CH:24][CH:23]=2)=[CH:13][N:12]=1.N, predict the reaction product. (3) Given the reactants [Cl:1][C:2]1[N:11]=[C:10]([NH:12][CH2:13][CH:14]([C:21]2[CH:26]=[CH:25][CH:24]=[CH:23][CH:22]=2)[C:15]2[CH:20]=[CH:19][CH:18]=[CH:17][CH:16]=2)[C:9]2[C:4](=[CH:5][C:6]([F:27])=[CH:7][CH:8]=2)[N:3]=1.[N:28]1[CH:29]=[CH:30][N:31]2[CH:36]=[C:35](B(O)O)[CH:34]=[CH:33][C:32]=12.N1C=CN2C=C(C3N=C(NCC(C4C=CC=CC=4)N4CCCCC4)C4C(=CC=CC=4)N=3)C=NC=12, predict the reaction product. The product is: [ClH:1].[C:15]1([CH:14]([C:21]2[CH:26]=[CH:25][CH:24]=[CH:23][CH:22]=2)[CH2:13][NH:12][C:10]2[C:9]3[C:4](=[CH:5][C:6]([F:27])=[CH:7][CH:8]=3)[N:3]=[C:2]([C:35]3[CH:34]=[CH:33][C:32]4[N:31]([CH:30]=[CH:29][N:28]=4)[CH:36]=3)[N:11]=2)[CH:20]=[CH:19][CH:18]=[CH:17][CH:16]=1. (4) Given the reactants Cl.[Cl:2][CH2:3][CH2:4][N:5]([CH2:13][CH2:14][Cl:15])[C:6]1[CH:11]=[CH:10][C:9]([NH2:12])=[CH:8][CH:7]=1.C(N(CC)CC)C.Cl[C:24](Cl)([O:26]C(=O)OC(Cl)(Cl)Cl)Cl, predict the reaction product. The product is: [Cl:2][CH2:3][CH2:4][N:5]([C:6]1[CH:11]=[CH:10][C:9]([N:12]=[C:24]=[O:26])=[CH:8][CH:7]=1)[CH2:13][CH2:14][Cl:15]. (5) Given the reactants [CH3:1][C:2]1[C:6]2[C:7](=[O:19])[N:8]([CH2:12][CH2:13][N:14]3[CH2:18][CH2:17][CH2:16][CH2:15]3)[CH2:9][CH2:10][CH2:11][C:5]=2[NH:4][C:3]=1[CH:20]=O.[F:22][C:23]1[CH:24]=[C:25]2[C:29](=[CH:30][C:31]=1[NH:32][C:33](=[O:37])[CH2:34][O:35][CH3:36])[NH:28][C:27](=[O:38])[CH2:26]2, predict the reaction product. The product is: [F:22][C:23]1[CH:24]=[C:25]2[C:29](=[CH:30][C:31]=1[NH:32][C:33](=[O:37])[CH2:34][O:35][CH3:36])[NH:28][C:27](=[O:38])[C:26]2=[CH:20][C:3]1[NH:4][C:5]2[CH2:11][CH2:10][CH2:9][N:8]([CH2:12][CH2:13][N:14]3[CH2:15][CH2:16][CH2:17][CH2:18]3)[C:7](=[O:19])[C:6]=2[C:2]=1[CH3:1]. (6) Given the reactants [NH2:1][C:2]1[N:3]=[N:4][N:5]([CH:7]([F:9])[F:8])[N:6]=1.[CH:10]1[C:23]2[CH:22]([C:24](Cl)=[O:25])[C:21]3[C:16](=[CH:17][CH:18]=[CH:19][CH:20]=3)[O:15][C:14]=2[CH:13]=[CH:12][CH:11]=1, predict the reaction product. The product is: [F:8][CH:7]([F:9])[N:5]1[N:4]=[N:3][C:2]([NH:1][C:24]([CH:22]2[C:23]3[CH:10]=[CH:11][CH:12]=[CH:13][C:14]=3[O:15][C:16]3[C:21]2=[CH:20][CH:19]=[CH:18][CH:17]=3)=[O:25])=[N:6]1.